From a dataset of Full USPTO retrosynthesis dataset with 1.9M reactions from patents (1976-2016). Predict the reactants needed to synthesize the given product. (1) The reactants are: Cl[C:2]1[N:7]=[C:6]([O:8][C:9]2[CH:14]=[CH:13][C:12]([NH:15][C:16](=[O:18])[CH3:17])=[CH:11][C:10]=2[F:19])[CH:5]=[CH:4][N:3]=1.[NH2:20][C:21]1[CH:26]=[CH:25][CH:24]=[CH:23][CH:22]=1.CC1C=CC(S(O)(=O)=O)=CC=1. Given the product [F:19][C:10]1[CH:11]=[C:12]([NH:15][C:16](=[O:18])[CH3:17])[CH:13]=[CH:14][C:9]=1[O:8][C:6]1[CH:5]=[CH:4][N:3]=[C:2]([NH:20][C:21]2[CH:26]=[CH:25][CH:24]=[CH:23][CH:22]=2)[N:7]=1, predict the reactants needed to synthesize it. (2) Given the product [F:1][C:2]1[CH:35]=[C:34]([F:36])[C:33]([F:37])=[CH:32][C:3]=1[CH2:4][O:5][CH2:6][C@@H:7]1[CH2:11][C@@H:10]([S:12][C:13]([C:20]2[CH:25]=[CH:24][CH:23]=[CH:22][CH:21]=2)([C:14]2[CH:15]=[CH:16][CH:17]=[CH:18][CH:19]=2)[C:26]2[CH:27]=[CH:28][CH:29]=[CH:30][CH:31]=2)[CH2:9][N:8]1[C:39]1[N:44]=[CH:43][CH:42]=[CH:41][N:40]=1, predict the reactants needed to synthesize it. The reactants are: [F:1][C:2]1[CH:35]=[C:34]([F:36])[C:33]([F:37])=[CH:32][C:3]=1[CH2:4][O:5][CH2:6][C@@H:7]1[CH2:11][C@@H:10]([S:12][C:13]([C:26]2[CH:31]=[CH:30][CH:29]=[CH:28][CH:27]=2)([C:20]2[CH:25]=[CH:24][CH:23]=[CH:22][CH:21]=2)[C:14]2[CH:19]=[CH:18][CH:17]=[CH:16][CH:15]=2)[CH2:9][NH:8]1.Cl[C:39]1[N:44]=[CH:43][CH:42]=[CH:41][N:40]=1.C(N(C(C)C)C(C)C)C. (3) The reactants are: CO[C:3](=[O:26])[C:4]([OH:25])=[CH:5][C:6](=[O:24])[N:7]([C:16]1[CH:21]=[CH:20][C:19]([Cl:22])=[C:18]([Cl:23])[CH:17]=1)[CH2:8][C:9]1[CH:14]=[CH:13][C:12]([F:15])=[CH:11][CH:10]=1.C=O.CN.ClC1C=C(C=CC=1Cl)[CH2:35][N:36](C)[C:37](C1CN(C)C(=O)C=1O)=O. Given the product [Cl:23][C:18]1[CH:17]=[C:16]([N:7]([CH2:8][C:9]2[CH:14]=[CH:13][C:12]([F:15])=[CH:11][CH:10]=2)[C:6]([C:5]2[CH2:35][N:36]([CH3:37])[C:3](=[O:26])[C:4]=2[OH:25])=[O:24])[CH:21]=[CH:20][C:19]=1[Cl:22], predict the reactants needed to synthesize it. (4) Given the product [F:1][C:2]1[CH:3]=[C:4]([CH:14]([NH:16][C:17]([C:19]2[N:20]=[C:21]([O:41][C:37]3[CH:38]=[CH:39][CH:40]=[C:35]([C:31]([CH3:34])([CH3:33])[CH3:32])[CH:36]=3)[O:22][CH:23]=2)=[O:18])[CH3:15])[CH:5]=[C:6]([F:13])[C:7]=1[NH:8][S:9]([CH3:12])(=[O:11])=[O:10], predict the reactants needed to synthesize it. The reactants are: [F:1][C:2]1[CH:3]=[C:4]([CH:14]([NH:16][C:17]([C:19]2[N:20]=[C:21](Cl)[O:22][CH:23]=2)=[O:18])[CH3:15])[CH:5]=[C:6]([F:13])[C:7]=1[NH:8][S:9]([CH3:12])(=[O:11])=[O:10].C([O-])([O-])=O.[K+].[K+].[C:31]([C:35]1[CH:36]=[C:37]([OH:41])[CH:38]=[CH:39][CH:40]=1)([CH3:34])([CH3:33])[CH3:32].CN(C=O)C. (5) Given the product [C:37]([NH:41][C:22](=[O:24])[CH2:21][CH2:20][C@H:19]([C@@H:18]1[C@:26]2([CH3:34])[C:15]([C:14]3[CH2:13][CH2:12][C@@H:11]4[C@:30]([C:29]=3[CH2:28][CH2:27]2)([CH3:33])[CH2:31][CH2:32][C@H:9]([OH:8])[C:10]4([CH3:35])[CH3:36])=[CH:16][CH2:17]1)[CH3:25])([CH3:40])([CH3:39])[CH3:38], predict the reactants needed to synthesize it. The reactants are: [Si]([O:8][C@H:9]1[CH2:32][CH2:31][C@@:30]2([CH3:33])[C@@H:11]([CH2:12][CH2:13][C:14]3[C:15]4[C@:26]([CH3:34])([CH2:27][CH2:28][C:29]=32)[C@@H:18]([C@H:19]([CH3:25])[CH2:20][CH2:21][C:22]([OH:24])=O)[CH2:17][CH:16]=4)[C:10]1([CH3:36])[CH3:35])(C(C)(C)C)(C)C.[C:37]([NH2:41])([CH3:40])([CH3:39])[CH3:38].Cl.C(O)C.